From a dataset of Full USPTO retrosynthesis dataset with 1.9M reactions from patents (1976-2016). Predict the reactants needed to synthesize the given product. (1) The reactants are: C(O)C.[OH-:4].[Na+].[CH:6]1([NH:12][C:13]2[CH:22]=[C:21]3[C:16]([C:17](=[O:37])[C:18]([O:28][C:29]4[CH:36]=[CH:35][C:32]([C:33]#N)=[CH:31][CH:30]=4)=[CH:19][N:20]3[CH:23]3[CH2:27][CH2:26][CH2:25][CH2:24]3)=[CH:15][C:14]=2[F:38])[CH2:11][CH2:10][CH2:9][CH2:8][CH2:7]1.Cl.[OH2:40]. Given the product [CH:6]1([NH:12][C:13]2[CH:22]=[C:21]3[C:16]([C:17](=[O:37])[C:18]([O:28][C:29]4[CH:30]=[CH:31][C:32]([C:33]([OH:40])=[O:4])=[CH:35][CH:36]=4)=[CH:19][N:20]3[CH:23]3[CH2:27][CH2:26][CH2:25][CH2:24]3)=[CH:15][C:14]=2[F:38])[CH2:11][CH2:10][CH2:9][CH2:8][CH2:7]1, predict the reactants needed to synthesize it. (2) The reactants are: [N:1]1([C:7]2[N:12]=[CH:11][C:10]([NH2:13])=[CH:9][CH:8]=2)[CH2:6][CH2:5][O:4][CH2:3][CH2:2]1.NC1C=CC(N2CCC(O)C2)=NC=1.ClC1C=CC([N+]([O-])=O)=CN=1.N1CC[C@H](O)C1. Given the product [NH2:13][C:10]1[CH:9]=[CH:8][C:7]([N:1]2[CH2:6][CH2:5][C@H:3]([OH:4])[CH2:2]2)=[N:12][CH:11]=1, predict the reactants needed to synthesize it. (3) Given the product [CH3:1][O:2][C:3]1([C:13]2[CH:14]=[CH:15][CH:16]=[CH:17][CH:18]=2)[CH2:12][CH2:11][C:6](=[O:7])[CH2:5][CH2:4]1, predict the reactants needed to synthesize it. The reactants are: [CH3:1][O:2][C:3]1([C:13]2[CH:18]=[CH:17][CH:16]=[CH:15][CH:14]=2)[CH2:12][CH2:11][C:6]2(OCC[O:7]2)[CH2:5][CH2:4]1.C(=O)([O-])O.[Na+].COC. (4) Given the product [Cl:12][C:13]1[C:18]([F:19])=[C:17]([CH:16]=[C:15]([C:20]([F:23])([F:21])[F:22])[CH:14]=1)[C:24]([OH:26])=[O:25], predict the reactants needed to synthesize it. The reactants are: C([Mg]Br)C.C(NC(C)C)(C)C.[Cl:12][C:13]1[CH:14]=[C:15]([C:20]([F:23])([F:22])[F:21])[CH:16]=[CH:17][C:18]=1[F:19].[C:24](=[O:26])=[O:25].Cl.CC1CCCCC1. (5) Given the product [Br:1][C:2]1[CH:3]=[C:4]2[C:9](=[CH:10][CH:11]=1)[N:8]=[CH:7][C:6]([S:12]([CH3:15])(=[O:14])=[O:13])=[C:5]2[NH:26][CH:23]1[CH2:22][CH2:21][CH:20]([N:19]([CH2:27][CH3:28])[CH2:17][CH3:18])[CH2:25][CH2:24]1, predict the reactants needed to synthesize it. The reactants are: [Br:1][C:2]1[CH:3]=[C:4]2[C:9](=[CH:10][CH:11]=1)[N:8]=[CH:7][C:6]([S:12]([CH3:15])(=[O:14])=[O:13])=[C:5]2Cl.[CH2:17]([N:19]([CH2:27][CH3:28])[CH:20]1[CH2:25][CH2:24][CH:23]([NH2:26])[CH2:22][CH2:21]1)[CH3:18]. (6) The reactants are: [Cl:1][C:2]1[CH:3]=[CH:4][C:5]([C:8]([NH:10][C:11]2[CH:16]=[CH:15][C:14]([F:17])=[C:13]([CH2:18][OH:19])[CH:12]=2)=[O:9])=[N:6][CH:7]=1.C1C=C[NH+]=CC=1.[O-][Cr](Cl)(=O)=O. Given the product [Cl:1][C:2]1[CH:3]=[CH:4][C:5]([C:8]([NH:10][C:11]2[CH:16]=[CH:15][C:14]([F:17])=[C:13]([CH:18]=[O:19])[CH:12]=2)=[O:9])=[N:6][CH:7]=1, predict the reactants needed to synthesize it. (7) Given the product [OH:33][C@@H:28]1[CH2:29][CH2:30][CH2:31][CH2:32][C@H:27]1[NH:26][C:4]1[S:5][C:6]2[CH:12]=[C:11]([CH2:13][N:14]3[CH:19]=[CH:18][N:17]=[C:16]([N:20]4[CH2:21][CH2:22][O:23][CH2:24][CH2:25]4)[CH2:15]3)[CH:10]=[CH:9][C:7]=2[N:8]=1, predict the reactants needed to synthesize it. The reactants are: CS([C:4]1[S:5][C:6]2[CH:12]=[C:11]([CH2:13][N:14]3[CH:19]=[CH:18][N:17]=[C:16]([N:20]4[CH2:25][CH2:24][O:23][CH2:22][CH2:21]4)[CH2:15]3)[CH:10]=[CH:9][C:7]=2[N:8]=1)=O.[NH2:26][C@@H:27]1[CH2:32][CH2:31][CH2:30][CH2:29][C@H:28]1[OH:33].CCN(C(C)C)C(C)C.O. (8) Given the product [CH3:20][C:21]1([CH3:42])[O:25][CH:24]([C:26]2[CH:27]=[CH:28][C:29]3[C:30]4([N:36]5[CH2:41][CH2:40][O:39][CH2:38][CH2:37]5)[CH:31]([C:3]([C:4]5[O:8][N:7]=[C:6]([C:9]6[CH:14]=[CH:13][CH:12]=[CH:11][CH:10]=6)[C:5]=5[C:15]([F:18])([F:17])[F:16])=[N:2][O:1]4)[CH2:32][O:33][C:34]=3[CH:35]=2)[CH2:23][O:22]1, predict the reactants needed to synthesize it. The reactants are: [OH:1][N:2]=[C:3](Cl)[C:4]1[O:8][N:7]=[C:6]([C:9]2[CH:14]=[CH:13][CH:12]=[CH:11][CH:10]=2)[C:5]=1[C:15]([F:18])([F:17])[F:16].[CH3:20][C:21]1([CH3:42])[O:25][CH:24]([C:26]2[CH:35]=[C:34]3[C:29]([C:30]([N:36]4[CH2:41][CH2:40][O:39][CH2:38][CH2:37]4)=[CH:31][CH2:32][O:33]3)=[CH:28][CH:27]=2)[CH2:23][O:22]1.C(N(CC)CC)C. (9) Given the product [CH3:1][C:2]1[CH:10]=[CH:9][C:5]2[S:6][C:7]([CH:11]([C:12]3[CH:17]=[CH:16][CH:15]=[CH:14][CH:13]=3)[OH:18])=[CH:8][C:4]=2[CH:3]=1, predict the reactants needed to synthesize it. The reactants are: [CH3:1][C:2]1[CH:10]=[CH:9][C:5]2[S:6][CH:7]=[CH:8][C:4]=2[CH:3]=1.[CH:11](=[O:18])[C:12]1[CH:17]=[CH:16][CH:15]=[CH:14][CH:13]=1. (10) Given the product [C:13]([C:11]1[N:12]=[C:8]([CH2:7][N:4]2[N:3]=[C:2]([NH:1][C:29]([C:24]3[N:25]=[C:26]([CH3:28])[O:27][C:23]=3[C:20]3[CH:21]=[CH:22][C:17]([I:16])=[C:18]([CH3:32])[CH:19]=3)=[O:30])[CH:6]=[N:5]2)[S:9][CH:10]=1)(=[O:15])[CH3:14], predict the reactants needed to synthesize it. The reactants are: [NH2:1][C:2]1[CH:6]=[N:5][N:4]([CH2:7][C:8]2[S:9][CH:10]=[C:11]([C:13](=[O:15])[CH3:14])[N:12]=2)[N:3]=1.[I:16][C:17]1[CH:22]=[CH:21][C:20]([C:23]2[O:27][C:26]([CH3:28])=[N:25][C:24]=2[C:29](O)=[O:30])=[CH:19][C:18]=1[CH3:32].